Predict the product of the given reaction. From a dataset of Forward reaction prediction with 1.9M reactions from USPTO patents (1976-2016). Given the reactants [NH2:1][CH:2]1[CH2:11][CH2:10][CH2:9][C:8]2[CH:7]=[C:6]([CH2:12][OH:13])[CH:5]=[CH:4][C:3]1=2.[C:14](O[C:14]([O:16][C:17]([CH3:20])([CH3:19])[CH3:18])=[O:15])([O:16][C:17]([CH3:20])([CH3:19])[CH3:18])=[O:15].C(N(CC)CC)C, predict the reaction product. The product is: [C:17]([O:16][C:14](=[O:15])[NH:1][CH:2]1[C:3]2[C:8](=[CH:7][C:6]([CH2:12][OH:13])=[CH:5][CH:4]=2)[CH2:9][CH2:10][CH2:11]1)([CH3:20])([CH3:19])[CH3:18].